From a dataset of Peptide-MHC class I binding affinity with 185,985 pairs from IEDB/IMGT. Regression. Given a peptide amino acid sequence and an MHC pseudo amino acid sequence, predict their binding affinity value. This is MHC class I binding data. (1) The peptide sequence is IQVNKGVAY. The MHC is HLA-A26:02 with pseudo-sequence HLA-A26:02. The binding affinity (normalized) is 0.0847. (2) The peptide sequence is LLLAILGPL. The MHC is HLA-B27:05 with pseudo-sequence HLA-B27:05. The binding affinity (normalized) is 0. (3) The peptide sequence is LPLIVDTAA. The MHC is HLA-B58:01 with pseudo-sequence HLA-B58:01. The binding affinity (normalized) is 0.0847. (4) The peptide sequence is IVLPEKDSW. The MHC is HLA-B58:01 with pseudo-sequence HLA-B58:01. The binding affinity (normalized) is 0.667.